From a dataset of Full USPTO retrosynthesis dataset with 1.9M reactions from patents (1976-2016). Predict the reactants needed to synthesize the given product. (1) Given the product [C:44]([O:43][C@@H:37]([C:12]1[C:13]([CH3:36])=[N:14][C:15]2=[CH:19][C:18]3=[N:17][N:16]2[C:11]=1[N:8]1[CH2:7][CH2:6][C:5]([CH3:48])([O:4][CH2:1][CH:2]=[CH:3][CH2:33][O:32][C:27]2[CH:28]=[CH:29][CH:30]=[CH:31][C:26]=2[CH2:25][C:22]2[S:21][C:20]3=[N:24][CH:23]=2)[CH2:10][CH2:9]1)[C:38]([O:40][CH2:41][CH3:42])=[O:39])([CH3:45])([CH3:47])[CH3:46], predict the reactants needed to synthesize it. The reactants are: [CH2:1]([O:4][C:5]1([CH3:48])[CH2:10][CH2:9][N:8]([C:11]2[N:16]3[N:17]=[C:18]([C:20]4[S:21][C:22]([CH2:25][C:26]5[CH:31]=[CH:30][CH:29]=[CH:28][C:27]=5[O:32][CH2:33]C=C)=[CH:23][N:24]=4)[CH:19]=[C:15]3[N:14]=[C:13]([CH3:36])[C:12]=2[C@H:37]([O:43][C:44]([CH3:47])([CH3:46])[CH3:45])[C:38]([O:40][CH2:41][CH3:42])=[O:39])[CH2:7][CH2:6]1)[CH:2]=[CH2:3]. (2) Given the product [Cl:21][C:16]1[CH:15]=[N:14][C:13]2[N:18]([N:19]=[C:11]3[CH2:10][NH:9][CH2:22][C:12]3=2)[C:17]=1[CH3:20], predict the reactants needed to synthesize it. The reactants are: Cl.C(OC([N:9]1[CH2:22][C:12]2=[C:13]3[N:18]([N:19]=[C:11]2[CH2:10]1)[C:17]([CH3:20])=[C:16]([Cl:21])[CH:15]=[N:14]3)=O)(C)(C)C. (3) The reactants are: [N:1]1([C:7]2[CH:8]=[CH:9][C:10]3[N:11]([C:13]([C:16]([F:19])([F:18])[F:17])=[N:14][N:15]=3)[N:12]=2)[CH2:6][CH2:5][NH:4][CH2:3][CH2:2]1.[NH:20]1[CH:24]=[CH:23][C:22]([CH:25]=O)=[N:21]1. Given the product [NH:20]1[CH:24]=[CH:23][C:22]([CH2:25][N:4]2[CH2:3][CH2:2][N:1]([C:7]3[CH:8]=[CH:9][C:10]4[N:11]([C:13]([C:16]([F:17])([F:18])[F:19])=[N:14][N:15]=4)[N:12]=3)[CH2:6][CH2:5]2)=[N:21]1, predict the reactants needed to synthesize it. (4) Given the product [C:1]([C:5]1[CH:10]=[CH:9][C:8]([C:11]2[N:12]([C:32]([N:50]3[CH2:49][CH2:48][N:47]([CH2:46][CH2:45][CH2:44][S:41]([CH3:40])(=[O:42])=[O:43])[CH2:52][CH2:51]3)=[O:33])[C@@:13]([C:25]3[CH:30]=[CH:29][C:28]([F:31])=[CH:27][CH:26]=3)([CH3:24])[C@@:14]([C:17]3[CH:22]=[CH:21][C:20]([F:23])=[CH:19][CH:18]=3)([CH3:16])[N:15]=2)=[C:7]([O:35][CH2:36][CH3:37])[CH:6]=1)([CH3:4])([CH3:3])[CH3:2], predict the reactants needed to synthesize it. The reactants are: [C:1]([C:5]1[CH:10]=[CH:9][C:8]([C:11]2[N:12]([C:32](Cl)=[O:33])[C:13]([C:25]3[CH:30]=[CH:29][C:28]([F:31])=[CH:27][CH:26]=3)([CH3:24])[C:14]([C:17]3[CH:22]=[CH:21][C:20]([F:23])=[CH:19][CH:18]=3)([CH3:16])[N:15]=2)=[C:7]([O:35][CH2:36][CH3:37])[CH:6]=1)([CH3:4])([CH3:3])[CH3:2].Cl.Cl.[CH3:40][S:41]([CH2:44][CH2:45][CH2:46][N:47]1[CH2:52][CH2:51][NH:50][CH2:49][CH2:48]1)(=[O:43])=[O:42]. (5) Given the product [NH2:30][C:31]1[S:35][C:34]([C:36]2[C:41]([F:42])=[CH:40][CH:39]=[CH:38][C:37]=2[F:43])=[N:33][C:32]=1[C:44]([NH:1][C:2]1[CH:3]=[N:4][N:5]([CH3:22])[C:6]=1[NH:7][CH2:8][CH:9]1[CH2:10][CH2:11][NH:12][CH2:13][CH2:14]1)=[O:45], predict the reactants needed to synthesize it. The reactants are: [NH2:1][C:2]1[CH:3]=[N:4][N:5]([CH3:22])[C:6]=1[NH:7][CH2:8][CH:9]1[CH2:14][CH2:13][N:12](C(OC(C)(C)C)=O)[CH2:11][CH2:10]1.C(OC([NH:30][C:31]1[S:35][C:34]([C:36]2[C:41]([F:42])=[CH:40][CH:39]=[CH:38][C:37]=2[F:43])=[N:33][C:32]=1[C:44](O)=[O:45])=O)(C)(C)C.CN(C(ON1N=NC2C=CC=NC1=2)=[N+](C)C)C.F[P-](F)(F)(F)(F)F. (6) Given the product [CH2:23]([N:8]1[C:7]2[CH:6]=[C:5]3[CH:20]=[CH:21][CH:22]=[CH:23][C:4]3=[C:3]([O:2][CH3:1])[C:15]=2[C:14]2[C:13]([C:16]([O:18][CH3:19])=[O:17])=[CH:12][CH:11]=[CH:10][C:9]1=2)[C:4]1[CH:5]=[CH:6][CH:7]=[CH:15][CH:3]=1, predict the reactants needed to synthesize it. The reactants are: [CH3:1][O:2][C:3]1[C:15]2[C:14]3[C:13]([C:16]([O:18][CH3:19])=[O:17])=[CH:12][CH:11]=[CH:10][C:9]=3[NH:8][C:7]=2[CH:6]=[C:5]2[CH:20]=[CH:21][CH:22]=[CH:23][C:4]=12.[H-].[Na+].